This data is from Merck oncology drug combination screen with 23,052 pairs across 39 cell lines. The task is: Regression. Given two drug SMILES strings and cell line genomic features, predict the synergy score measuring deviation from expected non-interaction effect. (1) Drug 1: CC1(c2nc3c(C(N)=O)cccc3[nH]2)CCCN1. Drug 2: NC1CCCCC1N.O=C(O)C(=O)O.[Pt+2]. Cell line: RPMI7951. Synergy scores: synergy=-26.7. (2) Drug 1: Nc1ccn(C2OC(CO)C(O)C2(F)F)c(=O)n1. Drug 2: COC1=C2CC(C)CC(OC)C(O)C(C)C=C(C)C(OC(N)=O)C(OC)C=CC=C(C)C(=O)NC(=CC1=O)C2=O. Cell line: VCAP. Synergy scores: synergy=7.47.